From a dataset of Full USPTO retrosynthesis dataset with 1.9M reactions from patents (1976-2016). Predict the reactants needed to synthesize the given product. Given the product [Br:14][C:15]1[CH:20]=[CH:19][C:18]([O:21][C:5]2[NH:9][C:8]3[CH:10]=[CH:11][CH:12]=[CH:13][C:7]=3[N:6]=2)=[CH:17][CH:16]=1, predict the reactants needed to synthesize it. The reactants are: CS([C:5]1[NH:9][C:8]2[CH:10]=[CH:11][CH:12]=[CH:13][C:7]=2[N:6]=1)(=O)=O.[Br:14][C:15]1[CH:20]=[CH:19][C:18]([OH:21])=[CH:17][CH:16]=1.[OH-].[Na+].